From a dataset of Peptide-MHC class I binding affinity with 185,985 pairs from IEDB/IMGT. Regression. Given a peptide amino acid sequence and an MHC pseudo amino acid sequence, predict their binding affinity value. This is MHC class I binding data. The MHC is HLA-B40:01 with pseudo-sequence HLA-B40:01. The binding affinity (normalized) is 0.0369. The peptide sequence is EKEGKISKI.